Predict which catalyst facilitates the given reaction. From a dataset of Catalyst prediction with 721,799 reactions and 888 catalyst types from USPTO. (1) Product: [Br:12][C:13]1[CH:21]=[CH:20][C:16]([C:17]([NH:1][C:2]2[CH:11]=[CH:10][CH:9]=[C:8]3[C:3]=2[CH:4]=[CH:5][N:6]=[CH:7]3)=[O:18])=[CH:15][CH:14]=1. The catalyst class is: 143. Reactant: [NH2:1][C:2]1[CH:11]=[CH:10][CH:9]=[C:8]2[C:3]=1[CH:4]=[CH:5][N:6]=[CH:7]2.[Br:12][C:13]1[CH:21]=[CH:20][C:16]([C:17](O)=[O:18])=[CH:15][CH:14]=1.Cl.CN(C)CCCN=C=NCC. (2) Reactant: [C:1]([O:6]CC)(=O)[C@H:2]([CH3:4])[OH:3].[NH2:9][C:10]1[CH:15]=[CH:14][CH:13]=[CH:12][N:11]=1. Product: [N:11]1[CH:12]=[CH:13][CH:14]=[CH:15][C:10]=1[NH:9][C:1](=[O:6])[C@H:2]([CH3:4])[OH:3]. The catalyst class is: 11. (3) Reactant: Cl[C:2]1[CH:3]=[C:4]([CH:18]=[C:19]([C:21]2[CH:26]=[CH:25][C:24]([CH2:27][N:28]([CH3:30])[CH3:29])=[CH:23][CH:22]=2)[N:20]=1)[C:5]([NH:7][CH2:8][C:9]1[C:10](=[O:17])[NH:11][C:12]([CH3:16])=[CH:13][C:14]=1[CH3:15])=[O:6].B(O)O.C([O-])([O-])=O.[Na+].[Na+]. Product: [C:21]1([C:2]2[CH:3]=[C:4]([CH:18]=[C:19]([C:21]3[CH:26]=[CH:25][C:24]([CH2:27][N:28]([CH3:30])[CH3:29])=[CH:23][CH:22]=3)[N:20]=2)[C:5]([NH:7][CH2:8][C:9]2[C:10](=[O:17])[NH:11][C:12]([CH3:16])=[CH:13][C:14]=2[CH3:15])=[O:6])[CH2:26][CH2:25][CH2:24][CH2:23][CH:22]=1. The catalyst class is: 70. (4) Reactant: [Br:1][C:2]1[N:3]=[CH:4][C:5](N)=[N:6][C:7]=1[Cl:8].N([O-])=[O:11].[Na+]. Product: [Br:1][C:2]1[N:3]=[CH:4][C:5]([OH:11])=[N:6][C:7]=1[Cl:8]. The catalyst class is: 82. (5) Reactant: [Cl:1][CH2:2][CH2:3][CH2:4][S:5]([O:8][CH2:9][C:10]([CH3:26])([CH3:25])[C@@H:11]([O:15][CH2:16][C:17]1[CH:22]=[CH:21][C:20]([O:23][CH3:24])=[CH:19][CH:18]=1)[C:12]([OH:14])=[O:13])(=[O:7])=[O:6].C(Cl)(=O)C(Cl)=O.[N:33]1[CH:38]=[CH:37][CH:36]=[C:35]([CH2:39]O)[CH:34]=1. Product: [Cl:1][CH2:2][CH2:3][CH2:4][S:5]([O:8][CH2:9][C:10]([CH3:26])([CH3:25])[C@@H:11]([O:15][CH2:16][C:17]1[CH:22]=[CH:21][C:20]([O:23][CH3:24])=[CH:19][CH:18]=1)[C:12]([O:14][CH2:39][C:35]1[CH:34]=[N:33][CH:38]=[CH:37][CH:36]=1)=[O:13])(=[O:7])=[O:6]. The catalyst class is: 4. (6) Reactant: [Br:1][C:2]1[N:7]=[CH:6][C:5]([C:8](=O)[CH3:9])=[CH:4][CH:3]=1.[CH3:11][Mg]Br.C(O)(=O)CC(CC(O)=O)(C(O)=O)O.[OH-].COC(NS([N+](CC)(CC)CC)(=O)=O)=O. Product: [Br:1][C:2]1[CH:3]=[CH:4][C:5]([C:8]([CH3:9])=[CH2:11])=[CH:6][N:7]=1. The catalyst class is: 1. (7) Reactant: [C:1]([CH2:3][CH2:4][N:5]([CH2:27][CH2:28][C:29]#[N:30])[CH2:6][CH2:7][CH2:8][CH2:9][CH2:10][CH2:11][CH2:12][CH2:13][CH2:14][CH2:15][CH2:16][CH2:17][N:18]([CH2:23][CH2:24][C:25]#[N:26])[CH2:19][CH2:20][C:21]#[N:22])#[N:2].[H][H]. The catalyst class is: 12. Product: [NH2:26][CH2:25][CH2:24][CH2:23][N:18]([CH2:19][CH2:20][CH2:21][NH2:22])[CH2:17][CH2:16][CH2:15][CH2:14][CH2:13][CH2:12][CH2:11][CH2:10][CH2:9][CH2:8][CH2:7][CH2:6][N:5]([CH2:4][CH2:3][CH2:1][NH2:2])[CH2:27][CH2:28][CH2:29][NH2:30]. (8) Reactant: [NH2:1][C:2]1[C:7]([NH:8][C:9]2[C:17]3[O:16][CH2:15][C@@H:14]([N:18]([C:33](=[O:38])[C:34]([F:37])([F:36])[F:35])[C:19]4[CH:32]=[CH:31][C:22]5[C@H:23]([CH2:26][C:27]([O:29][CH3:30])=[O:28])[CH2:24][O:25][C:21]=5[CH:20]=4)[C:13]=3[CH:12]=[CH:11][CH:10]=2)=[C:6]([F:39])[C:5]([F:40])=[CH:4][CH:3]=1.[C:41](Cl)(=O)[CH2:42][CH3:43].C(=O)([O-])O.[Na+]. Product: [CH2:42]([C:43]1[N:8]([C:9]2[C:17]3[O:16][CH2:15][C@@H:14]([N:18]([C:33](=[O:38])[C:34]([F:37])([F:36])[F:35])[C:19]4[CH:32]=[CH:31][C:22]5[C@H:23]([CH2:26][C:27]([O:29][CH3:30])=[O:28])[CH2:24][O:25][C:21]=5[CH:20]=4)[C:13]=3[CH:12]=[CH:11][CH:10]=2)[C:7]2[C:6]([F:39])=[C:5]([F:40])[CH:4]=[CH:3][C:2]=2[N:1]=1)[CH3:41]. The catalyst class is: 80. (9) Reactant: C[O:2][C:3](=[O:30])[C:4]([CH3:29])([O:6][C:7]1[CH:8]=[C:9]([CH:13]2[C:22]([CH3:24])([CH3:23])[CH2:21][C:20]3[C:15](=[CH:16][CH:17]=[C:18]([C:25]([O:27]C)=[O:26])[CH:19]=3)[NH:14]2)[CH:10]=[CH:11][CH:12]=1)[CH3:5].[OH-].[Na+]. Product: [C:3]([C:4]([O:6][C:7]1[CH:8]=[C:9]([CH:13]2[C:22]([CH3:23])([CH3:24])[CH2:21][C:20]3[C:15](=[CH:16][CH:17]=[C:18]([C:25]([OH:27])=[O:26])[CH:19]=3)[NH:14]2)[CH:10]=[CH:11][CH:12]=1)([CH3:29])[CH3:5])([OH:30])=[O:2]. The catalyst class is: 111.